From a dataset of HIV replication inhibition screening data with 41,000+ compounds from the AIDS Antiviral Screen. Binary Classification. Given a drug SMILES string, predict its activity (active/inactive) in a high-throughput screening assay against a specified biological target. (1) The compound is S=C=NCC(Cl)=CCl. The result is 0 (inactive). (2) The molecule is O=C1C2O[N+](c3ccccc3)=C(c3ccccc3[N+](=O)[O-])C2C(=O)N1c1ccc(Cc2ccc(N3C(=O)C4O[N+](c5ccccc5)=C(c5ccccc5[N+](=O)[O-])C4C3=O)cc2)cc1. The result is 0 (inactive). (3) The molecule is CC(C)(C)OC(=O)NCC(=O)NC1CC=CCC1NC(=O)CNC(=O)OC(C)(C)C. The result is 0 (inactive). (4) The molecule is CCCCCCCC=[N+]1[N-]C(c2ccncc2)=[O+][Co+2]1(O)(O)(O)(O)[OH+]C(C)=O. The result is 0 (inactive).